Dataset: Forward reaction prediction with 1.9M reactions from USPTO patents (1976-2016). Task: Predict the product of the given reaction. Given the reactants [NH2:1][C:2]1[CH:3]=[C:4]([CH:8]([NH:12][C:13]2[CH:18]=[N:17][CH:16]=[C:15]([Cl:19])[N:14]=2)[CH2:9][CH2:10][CH3:11])[CH:5]=[CH:6][CH:7]=1.C(N(CC)CC)C.[C:27](Cl)(=[O:29])[CH3:28], predict the reaction product. The product is: [Cl:19][C:15]1[N:14]=[C:13]([NH:12][CH:8]([C:4]2[CH:3]=[C:2]([NH:1][C:27](=[O:29])[CH3:28])[CH:7]=[CH:6][CH:5]=2)[CH2:9][CH2:10][CH3:11])[CH:18]=[N:17][CH:16]=1.